Dataset: Forward reaction prediction with 1.9M reactions from USPTO patents (1976-2016). Task: Predict the product of the given reaction. (1) Given the reactants [F:1][C:2]1[CH:7]=[CH:6][C:5]([Mg]Br)=[CH:4][CH:3]=1.[F:10][C:11]1[CH:12]=[C:13](/[CH:18]=[CH:19]/[C:20]([N:22]2[C@H:26]([C:27]3[CH:32]=[CH:31][CH:30]=[CH:29][CH:28]=3)[CH2:25][O:24][C:23]2=[O:33])=[O:21])[CH:14]=[C:15]([F:17])[CH:16]=1, predict the reaction product. The product is: [F:10][C:11]1[CH:12]=[C:13]([C@H:18]([C:5]2[CH:6]=[CH:7][C:2]([F:1])=[CH:3][CH:4]=2)[CH2:19][C:20]([N:22]2[C@H:26]([C:27]3[CH:32]=[CH:31][CH:30]=[CH:29][CH:28]=3)[CH2:25][O:24][C:23]2=[O:33])=[O:21])[CH:14]=[C:15]([F:17])[CH:16]=1. (2) Given the reactants [CH2:1]([N:8]([CH2:21][C:22]1[CH:48]=[CH:47][C:25]([O:26][C:27]2[CH:28]=[C:29]([CH:44]=[CH:45][CH:46]=2)[O:30][CH2:31][CH:32]2[CH2:36][CH2:35][N:34](C(OC(C)(C)C)=O)[CH2:33]2)=[CH:24][CH:23]=1)[C:9]1[CH:14]=[CH:13][CH:12]=[C:11]([NH:15][S:16]([CH3:19])(=[O:18])=[O:17])[C:10]=1[CH3:20])[C:2]1[CH:7]=[CH:6][CH:5]=[CH:4][CH:3]=1.Cl, predict the reaction product. The product is: [CH2:1]([N:8]([CH2:21][C:22]1[CH:48]=[CH:47][C:25]([O:26][C:27]2[CH:46]=[CH:45][CH:44]=[C:29]([O:30][CH2:31][CH:32]3[CH2:36][CH2:35][NH:34][CH2:33]3)[CH:28]=2)=[CH:24][CH:23]=1)[C:9]1[C:10]([CH3:20])=[C:11]([NH:15][S:16]([CH3:19])(=[O:18])=[O:17])[CH:12]=[CH:13][CH:14]=1)[C:2]1[CH:7]=[CH:6][CH:5]=[CH:4][CH:3]=1. (3) Given the reactants C[O:2][C:3](=[O:22])[C:4]1[CH:9]=[CH:8][C:7]([O:10][CH3:11])=[C:6]([NH:12][C:13]([NH:15][C:16]2[CH:21]=[N:20][CH:19]=[CH:18][N:17]=2)=[O:14])[CH:5]=1.[OH-].[Li+].Cl, predict the reaction product. The product is: [CH3:11][O:10][C:7]1[CH:8]=[CH:9][C:4]([C:3]([OH:22])=[O:2])=[CH:5][C:6]=1[NH:12][C:13]([NH:15][C:16]1[CH:21]=[N:20][CH:19]=[CH:18][N:17]=1)=[O:14]. (4) Given the reactants Br[C:2]1[CH:3]=[C:4]([C:8]2([C:18]3[CH:23]=[CH:22][N:21]=[C:20]([C:24]([F:27])([F:26])[F:25])[CH:19]=3)[C:16]3[C:11](=[N:12][CH:13]=[CH:14][CH:15]=3)[C:10]([NH2:17])=[N:9]2)[CH:5]=[CH:6][CH:7]=1.[Cl:28][C:29]1[CH:30]=[C:31](B(O)O)[CH:32]=[N:33][CH:34]=1, predict the reaction product. The product is: [Cl:28][C:29]1[CH:30]=[C:31]([C:2]2[CH:3]=[C:4]([C:8]3([C:18]4[CH:23]=[CH:22][N:21]=[C:20]([C:24]([F:27])([F:25])[F:26])[CH:19]=4)[C:16]4[C:11](=[N:12][CH:13]=[CH:14][CH:15]=4)[C:10]([NH2:17])=[N:9]3)[CH:5]=[CH:6][CH:7]=2)[CH:32]=[N:33][CH:34]=1. (5) Given the reactants Br[C:2]1[C:3]([CH3:16])=[N:4][N:5]([CH3:15])[C:6]=1[C:7]1[C:12]([F:13])=[CH:11][CH:10]=[CH:9][C:8]=1[F:14].C([Li])CCC.[F:22][C:23]1[CH:30]=[C:29]([F:31])[CH:28]=[CH:27][C:24]=1[CH:25]=[O:26], predict the reaction product. The product is: [F:22][C:23]1[CH:30]=[C:29]([F:31])[CH:28]=[CH:27][C:24]=1[CH:25]([C:2]1[C:3]([CH3:16])=[N:4][N:5]([CH3:15])[C:6]=1[C:7]1[C:12]([F:13])=[CH:11][CH:10]=[CH:9][C:8]=1[F:14])[OH:26]. (6) Given the reactants [CH3:1][C@@:2]12[C:10](=[O:11])[CH2:9][CH2:8][C@H:7]1[C@@H:6]1[CH2:12][CH:13]=[C:14]3[CH2:19][C@@H:18]([OH:20])[CH2:17][CH2:16][C@:15]3([CH3:21])[C@H:5]1[CH2:4][CH2:3]2.[C:22]([OH:31])(=[O:30])[CH:23]([CH:25]([C:27]([OH:29])=[O:28])[OH:26])[OH:24].C(O)(=O)[C@@H]([C@H](C(O)=O)O)O, predict the reaction product. The product is: [CH3:1][C@@:2]12[C:10](=[O:11])[CH2:9][CH2:8][C@H:7]1[C@@H:6]1[CH2:12][CH:13]=[C:14]3[CH2:19][C@@H:18]([OH:20])[CH2:17][CH2:16][C@:15]3([CH3:21])[C@H:5]1[CH2:4][CH2:3]2.[C:22]([OH:31])(=[O:30])[CH:23]([CH:25]([C:27]([OH:29])=[O:28])[OH:26])[OH:24].